The task is: Predict which catalyst facilitates the given reaction.. This data is from Catalyst prediction with 721,799 reactions and 888 catalyst types from USPTO. (1) Reactant: [CH3:1][N:2]([CH3:16])[C:3]1([C:10]2[CH:15]=[CH:14][CH:13]=[CH:12][CH:11]=2)[CH2:8][CH2:7][CH:6]([NH2:9])[CH2:5][CH2:4]1.C1([O:23][C:24](=O)[NH:25][CH2:26][CH2:27][C:28]2[C:36]3[C:31](=[CH:32][CH:33]=[C:34]([F:37])[CH:35]=3)[NH:30][CH:29]=2)C=CC=CC=1. Product: [CH3:1][N:2]([CH3:16])[C:3]1([C:10]2[CH:15]=[CH:14][CH:13]=[CH:12][CH:11]=2)[CH2:8][CH2:7][CH:6]([NH:9][C:24]([NH:25][CH2:26][CH2:27][C:28]2[C:36]3[C:31](=[CH:32][CH:33]=[C:34]([F:37])[CH:35]=3)[NH:30][CH:29]=2)=[O:23])[CH2:5][CH2:4]1. The catalyst class is: 12. (2) Reactant: CN(C(ON1N=NC2C=CC=NC1=2)=[N+](C)C)C.F[P-](F)(F)(F)(F)F.Cl.[NH2:26][C@@H:27]([CH:52]([CH3:54])[CH3:53])[C:28]([N:30]1[CH2:34][C@H:33]([OH:35])[CH2:32][C@H:31]1[C:36]([NH:38][CH2:39][C:40]1[CH:45]=[CH:44][C:43]([C:46]2[S:50][CH:49]=[N:48][C:47]=2[CH3:51])=[CH:42][CH:41]=1)=[O:37])=[O:29].[OH:55][C:56]1[CH:57]=[CH:58][C:59]2[C@@H:60]3[C@@H:68]([C@H:69]([CH2:73][CH2:74][CH2:75][CH2:76][O:77][CH2:78][CH2:79][O:80][CH2:81][CH2:82][O:83][CH2:84][CH2:85][O:86][CH2:87][C:88](O)=[O:89])[CH2:70][C:71]=2[CH:72]=1)[C@H:67]1[C@@:63]([CH3:92])([C@@H:64]([OH:91])[CH2:65][CH2:66]1)[CH2:62][CH2:61]3.CCN(C(C)C)C(C)C. Product: [OH:55][C:56]1[CH:57]=[CH:58][C:59]2[C@@H:60]3[C@@H:68]([C@H:69]([CH2:73][CH2:74][CH2:75][CH2:76][O:77][CH2:78][CH2:79][O:80][CH2:81][CH2:82][O:83][CH2:84][CH2:85][O:86][CH2:87][C:88](=[O:89])[NH:26][C@@H:27]([CH:52]([CH3:54])[CH3:53])[C:28]([N:30]4[CH2:34][C@H:33]([OH:35])[CH2:32][C@H:31]4[C:36]([NH:38][CH2:39][C:40]4[CH:45]=[CH:44][C:43]([C:46]5[S:50][CH:49]=[N:48][C:47]=5[CH3:51])=[CH:42][CH:41]=4)=[O:37])=[O:29])[CH2:70][C:71]=2[CH:72]=1)[C@H:67]1[C@@:63]([CH3:92])([C@@H:64]([OH:91])[CH2:65][CH2:66]1)[CH2:62][CH2:61]3. The catalyst class is: 3. (3) Reactant: [O:1]1[C:5]2[CH:6]=[CH:7][CH:8]=[C:9]([CH:10]3[CH2:15][CH2:14][NH:13][CH2:12][CH2:11]3)[C:4]=2[O:3][CH2:2]1.[C:16]([O:20][C:21](=[O:32])[NH:22][C@H:23]1[CH2:28][CH2:27][C@H:26]([CH2:29][CH:30]=O)[CH2:25][CH2:24]1)([CH3:19])([CH3:18])[CH3:17].C(=O)(O)[O-].[Na+]. The catalyst class is: 98. Product: [C:16]([O:20][C:21](=[O:32])[NH:22][C@H:23]1[CH2:24][CH2:25][C@H:26]([CH2:29][CH2:30][N:13]2[CH2:14][CH2:15][CH:10]([C:9]3[C:4]4[O:3][CH2:2][O:1][C:5]=4[CH:6]=[CH:7][CH:8]=3)[CH2:11][CH2:12]2)[CH2:27][CH2:28]1)([CH3:19])([CH3:18])[CH3:17]. (4) Reactant: O[N:2]=[C:3]([C:5]1[S:9][C:8]([C:10]([OH:12])=[O:11])=[CH:7][CH:6]=1)[CH3:4]. Product: [NH2:2][CH:3]([C:5]1[S:9][C:8]([C:10]([OH:12])=[O:11])=[CH:7][CH:6]=1)[CH3:4]. The catalyst class is: 183. (5) Reactant: [N+:1]([C:4]1[CH:9]=[CH:8][C:7]([NH:10][CH2:11][CH2:12][N:13]2[CH:17]=[CH:16][CH:15]=[N:14]2)=[CH:6][CH:5]=1)([O-])=O.[H][H]. Product: [N:13]1([CH2:12][CH2:11][NH:10][C:7]2[CH:6]=[CH:5][C:4]([NH2:1])=[CH:9][CH:8]=2)[CH:17]=[CH:16][CH:15]=[N:14]1. The catalyst class is: 19.